Dataset: Orexin1 receptor HTS with 218,158 compounds and 233 confirmed actives. Task: Binary Classification. Given a drug SMILES string, predict its activity (active/inactive) in a high-throughput screening assay against a specified biological target. (1) The drug is O=C1N(CC(O)COc2ccc(cc2)C)C(=O)NC1(C)C. The result is 0 (inactive). (2) The drug is S\1C(=S)N(C(Cc2ccccc2)C(O)=O)C(=O)C1=C/c1cccnc1. The result is 0 (inactive).